From a dataset of Peptide-MHC class II binding affinity with 134,281 pairs from IEDB. Regression. Given a peptide amino acid sequence and an MHC pseudo amino acid sequence, predict their binding affinity value. This is MHC class II binding data. (1) The peptide sequence is GWYRPPFSRVVHLYR. The MHC is DRB1_0405 with pseudo-sequence DRB1_0405. The binding affinity (normalized) is 0.280. (2) The peptide sequence is EDPEDSALLEDP. The MHC is HLA-DQA10301-DQB10302 with pseudo-sequence HLA-DQA10301-DQB10302. The binding affinity (normalized) is 0.388.